Dataset: Catalyst prediction with 721,799 reactions and 888 catalyst types from USPTO. Task: Predict which catalyst facilitates the given reaction. (1) Reactant: C1(COC([NH:11][C@H:12]([C:34]([O:36][CH2:37][CH3:38])=[O:35])[CH2:13][C:14]2[CH:19]=[CH:18][C:17]([O:20][CH2:21][CH2:22][CH2:23][C:24]3[CH:33]=[CH:32][C:31]4[C:26](=[N:27][CH:28]=[CH:29][CH:30]=4)[N:25]=3)=[CH:16][CH:15]=2)=O)C=CC=CC=1. Product: [N:25]1[C:26]2[NH:27][CH2:28][CH2:29][CH2:30][C:31]=2[CH:32]=[CH:33][C:24]=1[CH2:23][CH2:22][CH2:21][O:20][C:17]1[CH:16]=[CH:15][C:14]([CH2:13][C@@H:12]([C:34]([O:36][CH2:37][CH3:38])=[O:35])[NH2:11])=[CH:19][CH:18]=1. The catalyst class is: 78. (2) Reactant: COC(=O)[C@@H]([NH:9][C@H:10]([C:26]([O:28]C)=[O:27])[CH2:11][CH2:12][C:13](=[O:25])[NH:14][C:15]1[S:16][C:17]2[CH:23]=[C:22](F)[CH:21]=[CH:20][C:18]=2[N:19]=1)CC(C)C.C[O:32]C(=O)[C@H](OS(C(F)(F)F)(=O)=O)CC(C)C.C(N(CC)C(C)C)(C)C. Product: [NH2:14][C:15]1[S:16][C:17]2[CH:23]=[CH:22][CH:21]=[CH:20][C:18]=2[N:19]=1.[NH2:9][C@H:10]([C:26]([OH:28])=[O:27])[CH2:11][CH2:12][C:13]([OH:25])=[O:32]. The catalyst class is: 4. (3) Reactant: Cl.[CH:2]([C:5]1[S:9][C:8]([NH:10][S:11]([C:14]2[CH:15]=[C:16]3[C:20](=[CH:21][CH:22]=2)[CH2:19][CH:18]([NH2:23])[CH2:17]3)(=[O:13])=[O:12])=[N:7][N:6]=1)([CH3:4])[CH3:3].CN(C)C=O.CN(C(ON1N=NC2C=CC=NC1=2)=[N+](C)C)C.F[P-](F)(F)(F)(F)F.[CH2:53]([O:55][C:56]1[CH:64]=[C:63]([C:65]([F:68])([F:67])[F:66])[CH:62]=[CH:61][C:57]=1[C:58](O)=[O:59])[CH3:54]. Product: [CH2:53]([O:55][C:56]1[CH:64]=[C:63]([C:65]([F:66])([F:67])[F:68])[CH:62]=[CH:61][C:57]=1[C:58]([NH:23][CH:18]1[CH2:17][C:16]2[C:20](=[CH:21][CH:22]=[C:14]([S:11](=[O:13])(=[O:12])[NH:10][C:8]3[S:9][C:5]([CH:2]([CH3:4])[CH3:3])=[N:6][N:7]=3)[CH:15]=2)[CH2:19]1)=[O:59])[CH3:54]. The catalyst class is: 66. (4) Reactant: [OH:1][C:2]1[CH:11]=[C:10]2[C:5]([CH:6]=[CH:7][N:8]([C:13]3[CH:14]=[C:15]([CH:19]=[CH:20][C:21]=3[CH3:22])[C:16]([OH:18])=O)[C:9]2=[O:12])=[CH:4][CH:3]=1.CN(C(ON1N=[N:38][C:33]2[CH:34]=[CH:35][CH:36]=NC1=2)=[N+](C)C)C.F[P-](F)(F)(F)(F)F.C1(N)CCC1.O. Product: [CH:33]1([NH:38][C:16](=[O:18])[C:15]2[CH:19]=[CH:20][C:21]([CH3:22])=[C:13]([N:8]3[CH:7]=[CH:6][C:5]4[C:10](=[CH:11][C:2]([OH:1])=[CH:3][CH:4]=4)[C:9]3=[O:12])[CH:14]=2)[CH2:34][CH2:35][CH2:36]1. The catalyst class is: 3. (5) Reactant: [C:1]([N:6]([CH2:23][C:24]1[CH:36]=[CH:35][C:27]([O:28][CH2:29][C:30]([O:32]CC)=[O:31])=[C:26]([CH3:37])[CH:25]=1)[C:7]1[CH:8]=[C:9]([C:13]2[CH:18]=[CH:17][C:16]([C:19]([F:22])([F:21])[F:20])=[CH:15][CH:14]=2)[CH:10]=[CH:11][CH:12]=1)(=[O:5])[CH2:2][CH2:3][CH3:4].[OH-].[Na+]. Product: [C:1]([N:6]([CH2:23][C:24]1[CH:36]=[CH:35][C:27]([O:28][CH2:29][C:30]([OH:32])=[O:31])=[C:26]([CH3:37])[CH:25]=1)[C:7]1[CH:8]=[C:9]([C:13]2[CH:14]=[CH:15][C:16]([C:19]([F:22])([F:21])[F:20])=[CH:17][CH:18]=2)[CH:10]=[CH:11][CH:12]=1)(=[O:5])[CH2:2][CH2:3][CH3:4]. The catalyst class is: 111. (6) Reactant: [Br:1][C:2]1[CH:27]=[N:26][C:5]2[N:6]=[C:7]([N:13]3[CH2:16][C:15]([NH:18]C(=O)OC(C)(C)C)([CH3:17])[CH2:14]3)[C:8]3[N:9]([CH:10]=[N:11][N:12]=3)[C:4]=2[CH:3]=1.C(O)(C(F)(F)F)=O. Product: [Br:1][C:2]1[CH:27]=[N:26][C:5]2[N:6]=[C:7]([N:13]3[CH2:16][C:15]([CH3:17])([NH2:18])[CH2:14]3)[C:8]3[N:9]([CH:10]=[N:11][N:12]=3)[C:4]=2[CH:3]=1. The catalyst class is: 2.